Dataset: Peptide-MHC class I binding affinity with 185,985 pairs from IEDB/IMGT. Task: Regression. Given a peptide amino acid sequence and an MHC pseudo amino acid sequence, predict their binding affinity value. This is MHC class I binding data. The peptide sequence is RIFPATHYV. The MHC is HLA-B45:06 with pseudo-sequence HLA-B45:06. The binding affinity (normalized) is 0.213.